This data is from Peptide-MHC class I binding affinity with 185,985 pairs from IEDB/IMGT. The task is: Regression. Given a peptide amino acid sequence and an MHC pseudo amino acid sequence, predict their binding affinity value. This is MHC class I binding data. (1) The peptide sequence is SVFELSNFA. The MHC is HLA-A02:19 with pseudo-sequence HLA-A02:19. The binding affinity (normalized) is 0.0847. (2) The peptide sequence is RSSCISEADAS. The MHC is Mamu-A02 with pseudo-sequence Mamu-A02. The binding affinity (normalized) is 0.0538. (3) The peptide sequence is FPVSIPITAA. The MHC is HLA-B35:01 with pseudo-sequence HLA-B35:01. The binding affinity (normalized) is 0.759. (4) The peptide sequence is MPFDPSELV. The MHC is HLA-A25:01 with pseudo-sequence HLA-A25:01. The binding affinity (normalized) is 0.0847.